Dataset: Experimentally validated miRNA-target interactions with 360,000+ pairs, plus equal number of negative samples. Task: Binary Classification. Given a miRNA mature sequence and a target amino acid sequence, predict their likelihood of interaction. (1) The miRNA is hsa-miR-602 with sequence GACACGGGCGACAGCUGCGGCCC. The protein sequence of the target gene is MGCNMCVVQKPEEQYKVMLQVNGKELSKLSQEQTLQALRSSKEPLVIQVLRRSPRLRGDSSCHDLQLVDSGTQTDITFEHIMALGKLRPPTPPMVILEPPPISHEYYDPAEFMEGGPQEADRLDELEYEEVELYKSSHRDKLGLMVCYRTDDEEDLGIYVGEVNPNSIAAKDGRIREGDRIIQINGVDVQNREEAVAILSQEENTNISLLVARPESQLAKRWKDSDRDDFLDDFGSENEGELRARKLKSPPAQQPGNEEEKGAPDAGPGLSNSQELDSGVGRTDESTRNEESSEHDLLGD.... Result: 1 (interaction). (2) The miRNA is hsa-miR-1277-5p with sequence AAAUAUAUAUAUAUAUGUACGUAU. Result: 0 (no interaction). The protein sequence of the target gene is MSLRKQTPSDFLKQIIGRPVVVKLNSGVDYRGVLACLDGYMNIALEQTEEYVNGQLKNKYGDAFIRGNNVLYISTQKRRM. (3) The miRNA is hsa-miR-6741-3p with sequence UCGGCUCUCUCCCUCACCCUAG. The protein sequence of the target gene is MVQRLTYRRRLSYNTASNKTRLSRTPGNRIVYLYTKKVGKAPKSACGVCPGRLRGVRAVRPKVLMRLSKTKKHVSRAYGGSMCAKCVRDRIKRAFLIEEQKIVVKVLKAQAQSQKAK. Result: 1 (interaction). (4) The miRNA is hsa-miR-5587-3p with sequence GCCCCGGGCAGUGUGAUCAUC. The protein sequence of the target gene is MAPKQDPKPKFQEGERVLCFHGPLLYEAKCVKVAIKDKQVKYFIHYSGWNKKSAVRPRRSEKSLKTREDIVALFPVPEGAPSVHHPLLTSSWDEWVPESRVLKYVDTNLQKQRELQKANQEQYAEGKMRGAAPGKKTSGLQQKNVEVKTKKNKQKTPGNGDGGSTSETPQPPRKKRARVDPTVENEETFMNRVEVKVKIPEELKPWLVDDWDLITRQKQLFYLPAKKNVDSILEDYANYKKSRGNTDNKEYAVNEVVAGIKEYFNVMLGTQLLYKFERPQYAEILADHPDAPMSQVYGAP.... Result: 0 (no interaction).